Dataset: Full USPTO retrosynthesis dataset with 1.9M reactions from patents (1976-2016). Task: Predict the reactants needed to synthesize the given product. (1) Given the product [SH:24][C:23]1[N:14]([CH2:15][C:16]([O:18][C:19]([CH3:22])([CH3:21])[CH3:20])=[O:17])[C:5]2[CH:6]=[CH:7][C:8]([C:10]([F:13])([F:12])[F:11])=[CH:9][C:4]=2[N:1]=1, predict the reactants needed to synthesize it. The reactants are: [N+:1]([C:4]1[CH:9]=[C:8]([C:10]([F:13])([F:12])[F:11])[CH:7]=[CH:6][C:5]=1[NH:14][CH2:15][C:16]([O:18][C:19]([CH3:22])([CH3:21])[CH3:20])=[O:17])([O-])=O.[C:23](N1C=CN=C1)(N1C=CN=C1)=[S:24].O. (2) Given the product [F:18][C:17]([F:19])([F:20])[C:4]1[C:3]([C:1]#[N:2])=[CH:11][CH:10]=[C:9]2[C:5]=1[CH:6]=[CH:7][N:8]2[CH2:12][C:13]1[N:16]=[C:24]([C:23]2[C:22]([F:21])=[CH:30][C:29]([F:31])=[CH:28][C:27]=2[F:32])[O:15][N:14]=1, predict the reactants needed to synthesize it. The reactants are: [C:1]([C:3]1[C:4]([C:17]([F:20])([F:19])[F:18])=[C:5]2[C:9](=[CH:10][CH:11]=1)[N:8]([CH2:12][C:13](=[NH:16])[NH:14][OH:15])[CH:7]=[CH:6]2)#[N:2].[F:21][C:22]1[CH:30]=[C:29]([F:31])[CH:28]=[C:27]([F:32])[C:23]=1[C:24](O)=O. (3) Given the product [C:33]([C:35]1[CH:36]=[C:37]([CH:41]=[CH:42][CH:43]=1)[C:38]([NH:1][C:2]1[C:3]([C:23]([F:26])([F:25])[F:24])=[C:4]2[C:10]([CH:11]3[CH2:16][CH2:15][N:14]([C:17](=[O:21])[CH:18]([CH3:19])[CH3:20])[CH2:13][CH2:12]3)=[CH:9][N:8]([CH3:22])[C:5]2=[N:6][CH:7]=1)=[O:39])#[N:34], predict the reactants needed to synthesize it. The reactants are: [NH2:1][C:2]1[C:3]([C:23]([F:26])([F:25])[F:24])=[C:4]2[C:10]([CH:11]3[CH2:16][CH2:15][N:14]([C:17](=[O:21])[CH:18]([CH3:20])[CH3:19])[CH2:13][CH2:12]3)=[CH:9][N:8]([CH3:22])[C:5]2=[N:6][CH:7]=1.N1C=CC=CC=1.[C:33]([C:35]1[CH:36]=[C:37]([CH:41]=[CH:42][CH:43]=1)[C:38](Cl)=[O:39])#[N:34].CC(OC)(C)C. (4) Given the product [CH3:11][N:6]1[C:7]2[C:3](=[C:2]([N:27]3[CH:28]=[CH:29][CH:30]=[CH:31][C:26]3=[O:25])[CH:10]=[CH:9][CH:8]=2)[C:4]2([C:24]3[C:15](=[CH:16][C:17]4[O:22][CH2:21][CH2:20][O:19][C:18]=4[CH:23]=3)[O:14][CH2:13]2)[C:5]1=[O:12], predict the reactants needed to synthesize it. The reactants are: Br[C:2]1[CH:10]=[CH:9][CH:8]=[C:7]2[C:3]=1[C:4]1([C:24]3[C:15](=[CH:16][C:17]4[O:22][CH2:21][CH2:20][O:19][C:18]=4[CH:23]=3)[O:14][CH2:13]1)[C:5](=[O:12])[N:6]2[CH3:11].[OH:25][C:26]1[CH:31]=[CH:30][CH:29]=[CH:28][N:27]=1.C(=O)([O-])[O-].[K+].[K+].OC1C=CC=C2C=1N=CC=C2. (5) Given the product [CH3:3][O:4][C:5]1[CH:10]=[CH:9][NH:8][C:7](=[O:11])[C:6]=1[C:12]([O:14][CH3:15])=[O:13], predict the reactants needed to synthesize it. The reactants are: [Li+].[Li+].[CH3:3][O:4][C:5]1[CH:10]=[CH:9][NH:8][C:7](=[O:11])[C:6]=1[C:12]([O-:14])=[O:13].[CH3:15]OC1C=CNC(=O)C=1C([O-])=O.CO. (6) Given the product [CH3:22][C:6]1[C:7]([C:12]2[CH:17]=[CH:16][CH:15]=[C:14]([C:18]([F:21])([F:20])[F:19])[CH:13]=2)=[N:8][C:9]2[C:4]([C:5]=1[C:23]([O:25][CH3:26])=[O:24])=[CH:3][C:2]([S:28]([CH3:27])(=[O:30])=[O:29])=[CH:11][CH:10]=2, predict the reactants needed to synthesize it. The reactants are: Br[C:2]1[CH:3]=[C:4]2[C:9](=[CH:10][CH:11]=1)[N:8]=[C:7]([C:12]1[CH:17]=[CH:16][CH:15]=[C:14]([C:18]([F:21])([F:20])[F:19])[CH:13]=1)[C:6]([CH3:22])=[C:5]2[C:23]([O:25][CH3:26])=[O:24].[CH3:27][S:28]([O-:30])=[O:29].[Na+].IC.